This data is from NCI-60 drug combinations with 297,098 pairs across 59 cell lines. The task is: Regression. Given two drug SMILES strings and cell line genomic features, predict the synergy score measuring deviation from expected non-interaction effect. (1) Drug 1: CCC1(C2=C(COC1=O)C(=O)N3CC4=CC5=C(C=CC(=C5CN(C)C)O)N=C4C3=C2)O.Cl. Drug 2: N.N.Cl[Pt+2]Cl. Cell line: 786-0. Synergy scores: CSS=84.1, Synergy_ZIP=0.370, Synergy_Bliss=-0.324, Synergy_Loewe=1.04, Synergy_HSA=1.46. (2) Synergy scores: CSS=34.5, Synergy_ZIP=-5.38, Synergy_Bliss=-2.30, Synergy_Loewe=-3.87, Synergy_HSA=0.764. Drug 1: C1CCC(C1)C(CC#N)N2C=C(C=N2)C3=C4C=CNC4=NC=N3. Cell line: KM12. Drug 2: C1=NC2=C(N=C(N=C2N1C3C(C(C(O3)CO)O)F)Cl)N. (3) Drug 1: CC1=CC=C(C=C1)C2=CC(=NN2C3=CC=C(C=C3)S(=O)(=O)N)C(F)(F)F. Synergy scores: CSS=11.2, Synergy_ZIP=-1.80, Synergy_Bliss=0.204, Synergy_Loewe=-7.49, Synergy_HSA=1.05. Cell line: CAKI-1. Drug 2: CCC1(CC2CC(C3=C(CCN(C2)C1)C4=CC=CC=C4N3)(C5=C(C=C6C(=C5)C78CCN9C7C(C=CC9)(C(C(C8N6C=O)(C(=O)OC)O)OC(=O)C)CC)OC)C(=O)OC)O.OS(=O)(=O)O.